From a dataset of Full USPTO retrosynthesis dataset with 1.9M reactions from patents (1976-2016). Predict the reactants needed to synthesize the given product. Given the product [Br:1][C:2]1[CH:3]=[C:4]([NH:23][CH2:31][C:33]2[NH:37][CH:36]=[N:35][C:34]=2[C:38]([O:40][CH3:41])=[O:39])[CH:5]=[C:6]2[C:11]=1[N:10]=[CH:9][C:8]([C:12]#[N:13])=[C:7]2[NH:14][C:15]1[CH:20]=[CH:19][C:18]([F:21])=[C:17]([Cl:22])[CH:16]=1, predict the reactants needed to synthesize it. The reactants are: [Br:1][C:2]1[CH:3]=[C:4]([NH:23]CC2C=CC=CN=2)[CH:5]=[C:6]2[C:11]=1[N:10]=[CH:9][C:8]([C:12]#[N:13])=[C:7]2[NH:14][C:15]1[CH:20]=[CH:19][C:18]([F:21])=[C:17]([Cl:22])[CH:16]=1.[CH:31]([C:33]1[NH:37][CH:36]=[N:35][C:34]=1[C:38]([O:40][CH3:41])=[O:39])=O.[BH3-]C#N.[Na+].